From a dataset of Reaction yield outcomes from USPTO patents with 853,638 reactions. Predict the reaction yield, written as a fraction of the theoretical maximum amount of product (1.0 means a 100% yield; for example, 0.34 means a 34% yield). (1) The yield is 0.670. The reactants are [Cl:1][C:2]1[CH:10]=[C:9]([B:11]2[O:15][C:14]([CH3:17])([CH3:16])[C:13]([CH3:19])([CH3:18])[O:12]2)[CH:8]=[CH:7][C:3]=1[C:4]([OH:6])=O.[NH2:20][C:21]1[CH:26]=[CH:25][CH:24]=[CH:23][N:22]=1. No catalyst specified. The product is [Cl:1][C:2]1[CH:10]=[C:9]([B:11]2[O:12][C:13]([CH3:18])([CH3:19])[C:14]([CH3:16])([CH3:17])[O:15]2)[CH:8]=[CH:7][C:3]=1[C:4]([NH:20][C:21]1[CH:26]=[CH:25][CH:24]=[CH:23][N:22]=1)=[O:6]. (2) The reactants are [CH3:1][N:2]([CH3:18])[S:3]([C:6]1[C:7]([F:17])=[C:8]([F:16])[C:9]([F:15])=[C:10]([CH:14]=1)[C:11]([OH:13])=[O:12])(=[O:5])=[O:4].[CH3:19]O. The catalyst is C1(C)C=CC(S(O)(=O)=O)=CC=1. The product is [CH3:19][O:12][C:11](=[O:13])[C:10]1[CH:14]=[C:6]([S:3](=[O:4])(=[O:5])[N:2]([CH3:18])[CH3:1])[C:7]([F:17])=[C:8]([F:16])[C:9]=1[F:15]. The yield is 0.100.